Dataset: Forward reaction prediction with 1.9M reactions from USPTO patents (1976-2016). Task: Predict the product of the given reaction. (1) Given the reactants C[O:2][C:3](=[O:25])[CH2:4][O:5][C:6]1[C:11]([C:12]2[CH:17]=[CH:16][CH:15]=[CH:14][CH:13]=2)=[CH:10][C:9]([Br:18])=[CH:8][C:7]=1[C:19]1[CH:24]=[CH:23][CH:22]=[CH:21][CH:20]=1.[K+].[Br-], predict the reaction product. The product is: [Br:18][C:9]1[CH:8]=[C:7]([C:19]2[CH:24]=[CH:23][CH:22]=[CH:21][CH:20]=2)[C:6]([O:5][CH2:4][C:3]([OH:25])=[O:2])=[C:11]([C:12]2[CH:13]=[CH:14][CH:15]=[CH:16][CH:17]=2)[CH:10]=1. (2) Given the reactants [C:1]1(B(O)O)[CH:6]=[CH:5][CH:4]=[CH:3][CH:2]=1.[C:10]1(=[O:15])[CH2:14][CH2:13][CH:12]=[CH:11]1.C([O-])([O-])=O.[Na+].[Na+], predict the reaction product. The product is: [C:1]1([CH:12]2[CH2:13][CH2:14][C:10](=[O:15])[CH2:11]2)[CH:6]=[CH:5][CH:4]=[CH:3][CH:2]=1. (3) Given the reactants Cl.[NH2:2][C@@H:3]([CH2:19][C:20]1[CH:25]=[CH:24][CH:23]=[CH:22][CH:21]=1)[C:4]([N:6]1[CH2:11][CH2:10][N:9]([CH2:12][C:13]2[CH:18]=[CH:17][CH:16]=[CH:15][CH:14]=2)[CH2:8][CH2:7]1)=[O:5].CCN(C(C)C)C(C)C.[CH2:35]([O:39][C:40]1[CH:47]=[CH:46][C:43]([CH:44]=O)=[CH:42][CH:41]=1)[CH2:36][CH2:37][CH3:38].[BH4-].[Na+], predict the reaction product. The product is: [CH2:12]([N:9]1[CH2:10][CH2:11][N:6]([C:4](=[O:5])[C@@H:3]([NH:2][CH2:44][C:43]2[CH:46]=[CH:47][C:40]([O:39][CH2:35][CH2:36][CH2:37][CH3:38])=[CH:41][CH:42]=2)[CH2:19][C:20]2[CH:25]=[CH:24][CH:23]=[CH:22][CH:21]=2)[CH2:7][CH2:8]1)[C:13]1[CH:18]=[CH:17][CH:16]=[CH:15][CH:14]=1.